Dataset: Peptide-MHC class II binding affinity with 134,281 pairs from IEDB. Task: Regression. Given a peptide amino acid sequence and an MHC pseudo amino acid sequence, predict their binding affinity value. This is MHC class II binding data. (1) The peptide sequence is IITFKDKTDIHRLEP. The MHC is DRB3_0202 with pseudo-sequence DRB3_0202. The binding affinity (normalized) is 0.246. (2) The peptide sequence is YGNGILVGDNSFVSA. The MHC is DRB1_0701 with pseudo-sequence DRB1_0701. The binding affinity (normalized) is 0.398. (3) The MHC is DRB1_0401 with pseudo-sequence DRB1_0401. The binding affinity (normalized) is 0.151. The peptide sequence is CKTLTPLMSSKFPEL. (4) The peptide sequence is IDGNCDGRGKSTRST. The MHC is HLA-DQA10201-DQB10303 with pseudo-sequence HLA-DQA10201-DQB10303. The binding affinity (normalized) is 0. (5) The peptide sequence is YFVGKMYFNLIDTKCYKL. The MHC is H-2-IAd with pseudo-sequence H-2-IAd. The binding affinity (normalized) is 0.362. (6) The peptide sequence is YDKFLANASTVLTGK. The MHC is DRB1_0101 with pseudo-sequence DRB1_0101. The binding affinity (normalized) is 0.829. (7) The peptide sequence is SQGLELSWNLNGLQAY. The MHC is DRB1_0802 with pseudo-sequence DRB1_0802. The binding affinity (normalized) is 0.197.